From a dataset of Forward reaction prediction with 1.9M reactions from USPTO patents (1976-2016). Predict the product of the given reaction. (1) Given the reactants [F:1][C:2]1[CH:7]=[C:6](I)[CH:5]=[CH:4][C:3]=1[N:9]1[CH:14]=[C:13]([O:15][CH3:16])[C:12](=[O:17])[C:11]([C:18]2[N:22]([C:23]3[CH:28]=[CH:27][CH:26]=[CH:25][CH:24]=3)[N:21]=[CH:20][CH:19]=2)=[N:10]1.[CH3:29][C:30]1([CH3:36])[CH2:34][NH:33][C:32](=[O:35])[CH2:31]1.N[C@@H]1CCCC[C@H]1N.[O-]P([O-])([O-])=O.[K+].[K+].[K+].C([O-])(O)=O.[Na+], predict the reaction product. The product is: [CH3:29][C:30]1([CH3:36])[CH2:34][N:33]([C:6]2[CH:5]=[CH:4][C:3]([N:9]3[CH:14]=[C:13]([O:15][CH3:16])[C:12](=[O:17])[C:11]([C:18]4[N:22]([C:23]5[CH:28]=[CH:27][CH:26]=[CH:25][CH:24]=5)[N:21]=[CH:20][CH:19]=4)=[N:10]3)=[C:2]([F:1])[CH:7]=2)[C:32](=[O:35])[CH2:31]1. (2) Given the reactants [CH3:1][C:2]([N:5]1[C:9]2[N:10]=[C:11]([C:19]([CH3:22])([CH3:21])[CH3:20])[CH:12]=[C:13]([C:14]([O:16]CC)=[O:15])[C:8]=2[C:7]([CH3:23])=[N:6]1)([CH3:4])[CH3:3].[OH-].[Na+], predict the reaction product. The product is: [CH3:4][C:2]([N:5]1[C:9]2[N:10]=[C:11]([C:19]([CH3:22])([CH3:21])[CH3:20])[CH:12]=[C:13]([C:14]([OH:16])=[O:15])[C:8]=2[C:7]([CH3:23])=[N:6]1)([CH3:1])[CH3:3]. (3) Given the reactants [F:1][C:2]1[CH:7]=[CH:6][C:5]([C:8]2[O:12][N:11]=[CH:10][C:9]=2[C:13]([OH:15])=O)=[CH:4][CH:3]=1.CN(C(ON1N=NC2C=CC=CC1=2)=[N+](C)C)C.[B-](F)(F)(F)F.Cl.[NH:39]1[CH2:44][CH2:43][CH2:42][C@@H:41]([C:45]([OH:48])([CH3:47])[CH3:46])[CH2:40]1.C(N(CC)CC)C, predict the reaction product. The product is: [F:1][C:2]1[CH:3]=[CH:4][C:5]([C:8]2[O:12][N:11]=[CH:10][C:9]=2[C:13]([N:39]2[CH2:44][CH2:43][CH2:42][C@@H:41]([C:45]([OH:48])([CH3:47])[CH3:46])[CH2:40]2)=[O:15])=[CH:6][CH:7]=1. (4) The product is: [CH3:22][O:23][C:24](=[O:33])[C:25]1[CH:30]=[CH:29][C:28]([CH3:31])=[C:27]([NH:32][C:19]([C:7]2[C:8](=[O:18])[NH:9][C:10]3[C:5]([CH:6]=2)=[CH:4][C:3]([O:2][CH3:1])=[C:12]([O:13][CH2:14][CH2:15][O:16][CH3:17])[CH:11]=3)=[O:21])[CH:26]=1. Given the reactants [CH3:1][O:2][C:3]1[CH:4]=[C:5]2[C:10](=[CH:11][C:12]=1[O:13][CH2:14][CH2:15][O:16][CH3:17])[NH:9][C:8](=[O:18])[C:7]([C:19]([OH:21])=O)=[CH:6]2.[CH3:22][O:23][C:24](=[O:33])[C:25]1[CH:30]=[CH:29][C:28]([CH3:31])=[C:27]([NH2:32])[CH:26]=1, predict the reaction product. (5) Given the reactants [C:1]1([N:7]2[C:19]3[CH:18]=[CH:17][C:16]([C:20]4[CH:21]=[CH:22][C:23]5[NH:24][C:25]6[C:30]([C:31]=5[CH:32]=4)=[CH:29][CH:28]=[CH:27][CH:26]=6)=[CH:15][C:14]=3[C:13]3[C:8]2=[CH:9][CH:10]=[CH:11][CH:12]=3)[CH:6]=[CH:5][CH:4]=[CH:3][CH:2]=1.Cl[C:34]1[C:35]2[S:42][C:41]3[CH:43]=[CH:44][CH:45]=[CH:46][C:40]=3[C:36]=2[N:37]=[CH:38][N:39]=1.C1(P(C2CCCCC2)C2C=CC=CC=2C2C(OC)=CC=CC=2OC)CCCCC1.CC([O-])(C)C.[Na+], predict the reaction product. The product is: [C:1]1([N:7]2[C:19]3[CH:18]=[CH:17][C:16]([C:20]4[CH:21]=[CH:22][C:23]5[N:24]([C:34]6[C:35]7[S:42][C:41]8[CH:43]=[CH:44][CH:45]=[CH:46][C:40]=8[C:36]=7[N:37]=[CH:38][N:39]=6)[C:25]6[C:30]([C:31]=5[CH:32]=4)=[CH:29][CH:28]=[CH:27][CH:26]=6)=[CH:15][C:14]=3[C:13]3[C:8]2=[CH:9][CH:10]=[CH:11][CH:12]=3)[CH:6]=[CH:5][CH:4]=[CH:3][CH:2]=1. (6) Given the reactants [F:1][C:2]1[CH:7]=[CH:6][C:5]([C:8]2[CH2:13][CH2:12][O:11][CH2:10][C:9]=2[C:14]([O:16][CH3:17])=[O:15])=[CH:4][CH:3]=1.C(OCC)(=O)C, predict the reaction product. The product is: [F:1][C:2]1[CH:7]=[CH:6][C:5]([C@H:8]2[CH2:13][CH2:12][O:11][CH2:10][C@H:9]2[C:14]([O:16][CH3:17])=[O:15])=[CH:4][CH:3]=1.